This data is from NCI-60 drug combinations with 297,098 pairs across 59 cell lines. The task is: Regression. Given two drug SMILES strings and cell line genomic features, predict the synergy score measuring deviation from expected non-interaction effect. (1) Drug 1: CCC1(CC2CC(C3=C(CCN(C2)C1)C4=CC=CC=C4N3)(C5=C(C=C6C(=C5)C78CCN9C7C(C=CC9)(C(C(C8N6C=O)(C(=O)OC)O)OC(=O)C)CC)OC)C(=O)OC)O.OS(=O)(=O)O. Drug 2: CC1=C(C(=CC=C1)Cl)NC(=O)C2=CN=C(S2)NC3=CC(=NC(=N3)C)N4CCN(CC4)CCO. Cell line: NCI-H522. Synergy scores: CSS=27.9, Synergy_ZIP=-1.55, Synergy_Bliss=6.11, Synergy_Loewe=5.80, Synergy_HSA=6.20. (2) Drug 1: C1CCN(CC1)CCOC2=CC=C(C=C2)C(=O)C3=C(SC4=C3C=CC(=C4)O)C5=CC=C(C=C5)O. Drug 2: C1=NC2=C(N=C(N=C2N1C3C(C(C(O3)CO)O)F)Cl)N. Cell line: NCI/ADR-RES. Synergy scores: CSS=37.8, Synergy_ZIP=1.43, Synergy_Bliss=-0.156, Synergy_Loewe=-19.3, Synergy_HSA=-0.633. (3) Drug 1: C1=CN(C=N1)CC(O)(P(=O)(O)O)P(=O)(O)O. Drug 2: C1CC(=O)NC(=O)C1N2C(=O)C3=CC=CC=C3C2=O. Cell line: NCI/ADR-RES. Synergy scores: CSS=-2.02, Synergy_ZIP=5.09, Synergy_Bliss=8.98, Synergy_Loewe=-2.50, Synergy_HSA=-1.60. (4) Drug 1: CCC1(CC2CC(C3=C(CCN(C2)C1)C4=CC=CC=C4N3)(C5=C(C=C6C(=C5)C78CCN9C7C(C=CC9)(C(C(C8N6C)(C(=O)OC)O)OC(=O)C)CC)OC)C(=O)OC)O.OS(=O)(=O)O. Drug 2: C1=NC2=C(N=C(N=C2N1C3C(C(C(O3)CO)O)F)Cl)N. Cell line: NCIH23. Synergy scores: CSS=36.1, Synergy_ZIP=-3.36, Synergy_Bliss=0.802, Synergy_Loewe=-1.09, Synergy_HSA=-0.310. (5) Drug 1: CS(=O)(=O)CCNCC1=CC=C(O1)C2=CC3=C(C=C2)N=CN=C3NC4=CC(=C(C=C4)OCC5=CC(=CC=C5)F)Cl. Drug 2: C1CNP(=O)(OC1)N(CCCl)CCCl. Cell line: SF-539. Synergy scores: CSS=-1.10, Synergy_ZIP=8.15, Synergy_Bliss=3.23, Synergy_Loewe=0.767, Synergy_HSA=1.01. (6) Drug 1: C1=NC2=C(N=C(N=C2N1C3C(C(C(O3)CO)O)F)Cl)N. Drug 2: C(CN)CNCCSP(=O)(O)O. Cell line: OVCAR-4. Synergy scores: CSS=5.13, Synergy_ZIP=-0.687, Synergy_Bliss=1.33, Synergy_Loewe=-4.47, Synergy_HSA=-0.935.